Predict the reactants needed to synthesize the given product. From a dataset of Full USPTO retrosynthesis dataset with 1.9M reactions from patents (1976-2016). (1) The reactants are: [Cl:1][C:2]1[CH:10]=[CH:9][CH:8]=[CH:7][C:3]=1[C:4]([OH:6])=[O:5].[Cl:11][S:12](O)(=[O:14])=[O:13]. Given the product [Cl:1][C:2]1[CH:10]=[CH:9][C:8]([S:12]([Cl:11])(=[O:14])=[O:13])=[CH:7][C:3]=1[C:4]([OH:6])=[O:5], predict the reactants needed to synthesize it. (2) Given the product [Cl:26][C:23]1[CH:24]=[CH:25][C:20]([C:13]2[CH:14]=[CH:15][C:16]([O:18][CH3:19])=[CH:17][C:12]=2[C:7]2[CH:6]=[CH:5][C:4]3[C:9](=[CH:10][CH:11]=[C:2]([B:27]4[O:32][CH2:31][C:30]([CH3:34])([CH3:33])[CH2:29][O:28]4)[CH:3]=3)[N:8]=2)=[CH:21][CH:22]=1, predict the reactants needed to synthesize it. The reactants are: Br[C:2]1[CH:3]=[C:4]2[C:9](=[CH:10][CH:11]=1)[N:8]=[C:7]([C:12]1[CH:17]=[C:16]([O:18][CH3:19])[CH:15]=[CH:14][C:13]=1[C:20]1[CH:25]=[CH:24][C:23]([Cl:26])=[CH:22][CH:21]=1)[CH:6]=[CH:5]2.[B:27]1([B:27]2[O:32][CH2:31][C:30]([CH3:34])([CH3:33])[CH2:29][O:28]2)[O:32][CH2:31][C:30]([CH3:34])([CH3:33])[CH2:29][O:28]1.C([O-])(=O)C.[K+].